Task: Predict the product of the given reaction.. Dataset: Forward reaction prediction with 1.9M reactions from USPTO patents (1976-2016) (1) Given the reactants C(OC([N:8]1[CH2:13][CH2:12][C:11](=O)[CH2:10][CH2:9]1)=O)(C)(C)C.[F:15][C:16]([F:25])([F:24])[C:17]1[CH:18]=[C:19]([NH2:23])[CH:20]=[CH:21][CH:22]=1.C(O[BH-](OC(=O)C)OC(=O)C)(=O)C.[Na+].[ClH:40], predict the reaction product. The product is: [ClH:40].[NH:8]1[CH2:9][CH2:10][CH:11]([NH:23][C:19]2[CH:20]=[CH:21][CH:22]=[C:17]([C:16]([F:15])([F:24])[F:25])[CH:18]=2)[CH2:12][CH2:13]1.[ClH:40]. (2) Given the reactants [N+:1]([C:4]1[CH:8]=[C:7]([C:9]([O:11][CH2:12][CH3:13])=[O:10])[NH:6][N:5]=1)([O-:3])=[O:2].C(=O)([O-])[O-].[Cs+].[Cs+].Cl[C:21]([F:26])([F:25])C([O-])=O.[Na+].C(=O)([O-])O.[Na+], predict the reaction product. The product is: [F:25][CH:21]([F:26])[N:6]1[C:7]([C:9]([O:11][CH2:12][CH3:13])=[O:10])=[CH:8][C:4]([N+:1]([O-:3])=[O:2])=[N:5]1.